From a dataset of Forward reaction prediction with 1.9M reactions from USPTO patents (1976-2016). Predict the product of the given reaction. (1) Given the reactants [Cl:1][C:2]1[CH:3]=[CH:4][C:5]([O:33][CH3:34])=[C:6]([C:8]2[C:17]3[C:12](=[CH:13][C:14]([S:18]([O:21]C4C(F)=C(F)C(F)=C(F)C=4F)(=[O:20])=O)=[CH:15][CH:16]=3)[CH:11]=[CH:10][N:9]=2)[CH:7]=1.[S:35]1[C:39]([NH2:40])=[N:38][CH:37]=[N:36]1.C(=O)([O-])[O-].[Cs+].[Cs+].C(#N)C, predict the reaction product. The product is: [Cl:1][C:2]1[CH:3]=[CH:4][C:5]([O:33][CH3:34])=[C:6]([C:8]2[C:17]3[C:12](=[CH:13][C:14]([S:18]([NH:40][C:39]4[S:35][N:36]=[CH:37][N:38]=4)(=[O:20])=[O:21])=[CH:15][CH:16]=3)[CH:11]=[CH:10][N:9]=2)[CH:7]=1. (2) Given the reactants [C:1]([O:5][C:6](=[O:11])[NH:7][CH2:8][CH2:9][NH2:10])([CH3:4])([CH3:3])[CH3:2].CCN(CC)CC.[C:19](Cl)([O:21][CH2:22][C:23]1[CH:28]=[CH:27][CH:26]=[CH:25][CH:24]=1)=[O:20], predict the reaction product. The product is: [CH2:9]([NH:10][C:19](=[O:20])[O:21][CH2:22][C:23]1[CH:28]=[CH:27][CH:26]=[CH:25][CH:24]=1)[CH2:8][NH:7][C:6](=[O:11])[O:5][C:1]([CH3:4])([CH3:2])[CH3:3].